This data is from Catalyst prediction with 721,799 reactions and 888 catalyst types from USPTO. The task is: Predict which catalyst facilitates the given reaction. (1) Reactant: C1(P(C2C=CC=CC=2)C2C=CC3C(=CC=CC=3)C=2C2C3C(=CC=CC=3)C=CC=2P(C2C=CC=CC=2)C2C=CC=CC=2)C=CC=CC=1.[NH2:47][C:48]1[CH:49]=[CH:50][C:51]([CH3:79])=[C:52]([N:54]2[CH2:77][CH2:76][C:57]3[N:58]=[C:59]([NH:62][C:63]4[CH:68]=[CH:67][C:66]([N:69]5[CH2:74][CH2:73][N:72]([CH3:75])[CH2:71][CH2:70]5)=[CH:65][CH:64]=4)[N:60]=[CH:61][C:56]=3[C:55]2=[O:78])[CH:53]=1.Br[C:81]1[C:90]2[C:85](=[CH:86][CH:87]=[CH:88][CH:89]=2)[CH:84]=[CH:83][N:82]=1.C(=O)([O-])[O-].[Cs+].[Cs+]. Product: [C:81]1([NH:47][C:48]2[CH:49]=[CH:50][C:51]([CH3:79])=[C:52]([N:54]3[CH2:77][CH2:76][C:57]4[N:58]=[C:59]([NH:62][C:63]5[CH:68]=[CH:67][C:66]([N:69]6[CH2:70][CH2:71][N:72]([CH3:75])[CH2:73][CH2:74]6)=[CH:65][CH:64]=5)[N:60]=[CH:61][C:56]=4[C:55]3=[O:78])[CH:53]=2)[C:90]2[C:85](=[CH:86][CH:87]=[CH:88][CH:89]=2)[CH:84]=[CH:83][N:82]=1. The catalyst class is: 164. (2) Reactant: [Li]CCCC.C(NC(C)C)(C)C.[CH3:13][C:14]([CH3:16])=[O:15].[Cl:17][C:18]1[CH:26]=[CH:25][CH:24]=[CH:23][C:19]=1[C:20](Cl)=[O:21]. Product: [Cl:17][C:18]1[CH:26]=[CH:25][CH:24]=[CH:23][C:19]=1[C:20](=[O:21])[CH2:13][C:14](=[O:15])[CH3:16]. The catalyst class is: 134. (3) Reactant: O=P12OP3(OP(OP(O3)(O1)=O)(=O)O2)=O.FC(F)(F)C(O)=O.C(OC([C:29]1[CH:33]=[C:32]([CH2:34][N:35]2[CH2:40][CH2:39][O:38][CH2:37][CH2:36]2)[S:31][C:30]=1[N:41]([CH:43]=[C:44]([C:50]([O:52][CH2:53][CH3:54])=[O:51])[C:45]([O:47]CC)=O)[CH3:42])=O)(C)(C)C. The catalyst class is: 11. Product: [CH3:42][N:41]1[CH:43]=[C:44]([C:50]([O:52][CH2:53][CH3:54])=[O:51])[C:45](=[O:47])[C:29]2[CH:33]=[C:32]([CH2:34][N:35]3[CH2:36][CH2:37][O:38][CH2:39][CH2:40]3)[S:31][C:30]1=2. (4) Reactant: [C:9](O[C:9]([O:11][C:12]([CH3:15])([CH3:14])[CH3:13])=[O:10])([O:11][C:12]([CH3:15])([CH3:14])[CH3:13])=[O:10].[CH3:16][NH:17][CH2:18][CH2:19][C:20]1[CH:25]=[CH:24][C:23]([OH:26])=[CH:22][CH:21]=1. Product: [C:12]([O:11][C:9](=[O:10])[N:17]([CH2:18][CH2:19][C:20]1[CH:25]=[CH:24][C:23]([OH:26])=[CH:22][CH:21]=1)[CH3:16])([CH3:13])([CH3:14])[CH3:15]. The catalyst class is: 7. (5) Reactant: C(O)(C(F)(F)F)=O.[N+:8]([C:11]1[C:12]([NH:37][CH:38]2[CH2:43][CH2:42][O:41][CH2:40][CH2:39]2)=[N:13][C:14]([NH:17][C:18]2[CH:23]=[C:22]([O:24][C:25]([F:28])([F:27])[F:26])[CH:21]=[CH:20][C:19]=2[NH:29][C:30](=O)OC(C)(C)C)=[N:15][CH:16]=1)([O-:10])=[O:9]. Product: [N+:8]([C:11]1[C:12]([NH:37][CH:38]2[CH2:39][CH2:40][O:41][CH2:42][CH2:43]2)=[N:13][C:14]([N:17]2[C:18]3[CH:23]=[C:22]([O:24][C:25]([F:28])([F:26])[F:27])[CH:21]=[CH:20][C:19]=3[N:29]=[CH:30]2)=[N:15][CH:16]=1)([O-:10])=[O:9]. The catalyst class is: 2. (6) Reactant: [Cl:1][C:2]1[CH:10]=[CH:9][C:5]([C:6]([OH:8])=[O:7])=[CH:4][C:3]=1[O:11][CH3:12].[Br:13]Br. Product: [Br:13][C:9]1[CH:10]=[C:2]([Cl:1])[C:3]([O:11][CH3:12])=[CH:4][C:5]=1[C:6]([OH:8])=[O:7]. The catalyst class is: 313. (7) The catalyst class is: 3. Reactant: Br[C:2]1[N:6]([CH2:7][C:8]2[CH:13]=[CH:12][C:11]([O:14][CH3:15])=[CH:10][CH:9]=2)[N:5]=[C:4]([O:16][CH3:17])[N:3]=1.[Cl:18][C:19]1[CH:24]=[C:23]([NH2:25])[CH:22]=[C:21]([Cl:26])[N:20]=1.CC([O-])(C)C.[Na+]. Product: [Cl:18][C:19]1[CH:24]=[C:23]([NH:25][C:2]2[N:6]([CH2:7][C:8]3[CH:13]=[CH:12][C:11]([O:14][CH3:15])=[CH:10][CH:9]=3)[N:5]=[C:4]([O:16][CH3:17])[N:3]=2)[CH:22]=[C:21]([Cl:26])[N:20]=1. (8) Reactant: [CH3:1][C:2]1([CH3:19])[CH2:14][C:13]2=[N:15][NH:16][C:17](=[O:18])[C:10]3[C:11]4[C:12]2=[C:4]([NH:5][C:6]=4[CH:7]=[CH:8][CH:9]=3)[CH2:3]1.[H-].[Na+].Br[CH2:23][CH2:24][O:25]C1CCCCO1.CC1C=CC(S(O)(=O)=O)=[CH:37][CH:38]=1.CN(C=[O:47])C. Product: [OH:25][CH2:24][CH2:23][N:16]1[C:17](=[O:18])[C:10]2[C:11]3[C:12]4[C:13]([CH2:14][C:2]([CH3:19])([CH3:1])[CH2:3][C:4]=4[N:5]([CH2:37][CH2:38][OH:47])[C:6]=3[CH:7]=[CH:8][CH:9]=2)=[N:15]1. The catalyst class is: 24.